This data is from Experimentally validated miRNA-target interactions with 360,000+ pairs, plus equal number of negative samples. The task is: Binary Classification. Given a miRNA mature sequence and a target amino acid sequence, predict their likelihood of interaction. (1) The miRNA is hsa-miR-4789-3p with sequence CACACAUAGCAGGUGUAUAUA. The protein sequence of the target gene is MLGSVKMEAHDLAEWSYYPEAGEVYSPVTPVPTMAPLNSYMTLNPLSSPYPPGGLPASPLPSGPLAPPAPAAPLGPTFPGLGVSGGSSSSGYGAPGPGLVHGKEMPKGYRRPLAHAKPPYSYISLITMAIQQAPGKMLTLSEIYQWIMDLFPYYRENQQRWQNSIRHSLSFNDCFVKVARSPDKPGKGSYWALHPSSGNMFENGCYLRRQKRFKLEEKVKKGGSGAATTTRNGTGSAASTTTPAATVTSPPQPPPPAPEPEAQGGEDVGALDCGSPASSTPYFTGLELPGELKLDAPYNF.... Result: 0 (no interaction). (2) The miRNA is hsa-miR-1199-5p with sequence CCUGAGCCCGGGCCGCGCAG. The protein sequence of the target gene is MEGLGRSCLWLRRELSPPRPRLLLLDCRSRELYESARIGGALSVALPALLLRRLRRGSLSVRALLPGPPLQPPPPAPVLLYDQGGGRRRRGEAEAEAEEWEAESVLGTLLQKLREEGYLAYYLQGGFSRFQAECPHLCETSLAGRAGSSMAPVPGPVPVVGLGSLCLGSDCSDAESEADRDSMSCGLDSEGATPPPVGLRASFPVQILPNLYLGSARDSANLESLAKLGIRYILNVTPNLPNFFEKNGDFHYKQIPISDHWSQNLSRFFPEAIEFIDEALSQNCGVLVHCLAGVSRSVTV.... Result: 0 (no interaction).